Dataset: Full USPTO retrosynthesis dataset with 1.9M reactions from patents (1976-2016). Task: Predict the reactants needed to synthesize the given product. (1) The reactants are: [C:1]([N:9]1[CH2:14][CH2:13][N:12]([C:15](=[O:29])[C:16]([C:18]2[C:26]3[C:21](=[N:22][C:23](C#N)=[CH:24][CH:25]=3)[NH:20][CH:19]=2)=[O:17])[C@H:11]([CH3:30])[CH2:10]1)(=[O:8])[C:2]1[CH:7]=[CH:6][CH:5]=[CH:4][CH:3]=1.[N-:31]=[N+:32]=[N-:33].[Na+].[CH3:35][N:36](C=O)C. Given the product [C:1]([N:9]1[CH2:14][CH2:13][N:12]([C:15](=[O:29])[C:16]([C:18]2[C:26]3[C:21](=[N:22][C:23]([N:31]4[CH:35]=[N:36][N:33]=[N:32]4)=[CH:24][CH:25]=3)[NH:20][CH:19]=2)=[O:17])[C@H:11]([CH3:30])[CH2:10]1)(=[O:8])[C:2]1[CH:7]=[CH:6][CH:5]=[CH:4][CH:3]=1, predict the reactants needed to synthesize it. (2) Given the product [O:3]1[C:7]2[CH:8]=[CH:9][C:10]([O:12][CH2:13][CH:14]3[CH2:19][CH2:18][CH2:17][N:16]([CH2:20][CH:21]([C:23]4([C:27]5[CH:32]=[CH:31][CH:30]=[CH:29][C:28]=5[O:33][CH3:34])[CH2:24][CH2:25][CH2:26]4)[OH:22])[CH2:15]3)=[CH:11][C:6]=2[O:5][CH2:4]1, predict the reactants needed to synthesize it. The reactants are: [BH4-].[Na+].[O:3]1[C:7]2[CH:8]=[CH:9][C:10]([O:12][CH2:13][CH:14]3[CH2:19][CH2:18][CH2:17][N:16]([CH2:20][C:21]([C:23]4([C:27]5[CH:32]=[CH:31][CH:30]=[CH:29][C:28]=5[O:33][CH3:34])[CH2:26][CH2:25][CH2:24]4)=[O:22])[CH2:15]3)=[CH:11][C:6]=2[O:5][CH2:4]1. (3) Given the product [CH:25]([O:3][CH2:4][C:5]1[CH:10]=[CH:9][CH:8]=[CH:7][C:6]=1[NH:11][C:12]([C:14]1[C:15]([C:20]([F:23])([F:22])[F:21])=[N:16][N:17]([CH3:19])[CH:18]=1)=[O:13])([CH3:27])[CH3:26], predict the reactants needed to synthesize it. The reactants are: [H-].[Na+].[OH:3][CH2:4][C:5]1[CH:10]=[CH:9][CH:8]=[CH:7][C:6]=1[NH:11][C:12]([C:14]1[C:15]([C:20]([F:23])([F:22])[F:21])=[N:16][N:17]([CH3:19])[CH:18]=1)=[O:13].I[CH:25]([CH3:27])[CH3:26].O. (4) The reactants are: CN(C(ON1N=NC2C=CC=NC1=2)=[N+](C)C)C.F[P-](F)(F)(F)(F)F.[F:25][C:26]1[CH:31]=[CH:30][C:29]([NH:32][C:33]2[C:34]3[C:41]([CH3:42])=[C:40]([C:43]([O:45]C)=O)[S:39][C:35]=3[N:36]=[CH:37][N:38]=2)=[C:28]([O:47][CH:48]2[CH2:53][CH2:52][O:51][CH2:50][CH2:49]2)[CH:27]=1.CCN(C(C)C)C(C)C.[CH3:63][N:64]([CH3:69])[CH2:65][CH2:66][CH2:67][NH2:68]. Given the product [CH3:63][N:64]([CH3:69])[CH2:65][CH2:66][CH2:67][NH:68][C:43]([C:40]1[S:39][C:35]2[N:36]=[CH:37][N:38]=[C:33]([NH:32][C:29]3[CH:30]=[CH:31][C:26]([F:25])=[CH:27][C:28]=3[O:47][CH:48]3[CH2:49][CH2:50][O:51][CH2:52][CH2:53]3)[C:34]=2[C:41]=1[CH3:42])=[O:45], predict the reactants needed to synthesize it. (5) Given the product [Br:8][C:9]1[CH:25]=[CH:24][C:23]([Cl:26])=[CH:22][C:10]=1[CH:11]1[CH2:12][C:13](=[O:14])[NH:1][C:2]2[CH2:6][CH2:5][C:4](=[O:7])[C:3]1=2, predict the reactants needed to synthesize it. The reactants are: [NH2:1][C:2]1[CH2:6][CH2:5][C:4](=[O:7])[CH:3]=1.[Br:8][C:9]1[CH:25]=[CH:24][C:23]([Cl:26])=[CH:22][C:10]=1[CH:11]=[C:12]1C(=O)OC(C)(C)[O:14][C:13]1=O.CN(C(ON1N=NC2C=CC=NC1=2)=[N+](C)C)C.F[P-](F)(F)(F)(F)F.C(N(CC)C(C)C)(C)C. (6) Given the product [O:27]=[C:19]1[C:18]2[C:22](=[C:14]([N:13]3[C:3](=[O:2])[C:4]4[CH:9]=[CH:8][CH:7]=[N:6][C:5]=4[NH:10][C:11]3=[O:12])[CH:15]=[CH:16][CH:17]=2)[CH:21]2[CH2:23][CH2:24][CH2:25][CH2:26][N:20]12, predict the reactants needed to synthesize it. The reactants are: C[O:2][C:3](=O)[C:4]1[CH:9]=[CH:8][CH:7]=[N:6][C:5]=1[NH:10][C:11]([NH:13][C:14]1[CH:15]=[CH:16][CH:17]=[C:18]2[C:22]=1[CH:21]1[CH2:23][CH2:24][CH2:25][CH2:26][N:20]1[C:19]2=[O:27])=[O:12]. (7) Given the product [NH2:29][C:14]1[N:13]=[CH:12][N:11]=[C:10]([NH:9][CH:7]2[CH2:8][C:5]3([CH2:4][N:3]([C:39](=[O:42])[C:40]#[CH:41])[CH2:2]3)[CH2:6]2)[C:15]=1[C:16]1[CH:21]=[CH:20][C:19]([O:22][C:23]2[CH:24]=[CH:25][CH:26]=[CH:27][CH:28]=2)=[CH:18][CH:17]=1, predict the reactants needed to synthesize it. The reactants are: Cl.[CH2:2]1[C:5]2([CH2:8][CH:7]([NH:9][C:10]3[C:15]([C:16]4[CH:21]=[CH:20][C:19]([O:22][C:23]5[CH:28]=[CH:27][CH:26]=[CH:25][CH:24]=5)=[CH:18][CH:17]=4)=[C:14]([NH2:29])[N:13]=[CH:12][N:11]=3)[CH2:6]2)[CH2:4][NH:3]1.CCN(C(C)C)C(C)C.[C:39](O)(=[O:42])[C:40]#[CH:41].C(P1(=O)OP(=O)(CCC)OP(=O)(CCC)O1)CC.